This data is from Peptide-MHC class I binding affinity with 185,985 pairs from IEDB/IMGT. The task is: Regression. Given a peptide amino acid sequence and an MHC pseudo amino acid sequence, predict their binding affinity value. This is MHC class I binding data. (1) The peptide sequence is YVEKEENMDK. The MHC is HLA-A68:01 with pseudo-sequence HLA-A68:01. The binding affinity (normalized) is 0.249. (2) The peptide sequence is YLRKHIRAL. The MHC is HLA-B15:01 with pseudo-sequence HLA-B15:01. The binding affinity (normalized) is 0.706. (3) The binding affinity (normalized) is 0.540. The MHC is HLA-A24:03 with pseudo-sequence HLA-A24:03. The peptide sequence is WHQARFEEL. (4) The peptide sequence is IQFMHEQGY. The MHC is HLA-B39:01 with pseudo-sequence HLA-B39:01. The binding affinity (normalized) is 0.0847. (5) The peptide sequence is IISSTPFAEY. The MHC is HLA-A30:02 with pseudo-sequence HLA-A30:02. The binding affinity (normalized) is 0.666. (6) The binding affinity (normalized) is 0.489. The peptide sequence is YVADALAAF. The MHC is HLA-B14:02 with pseudo-sequence HLA-B14:02. (7) The peptide sequence is AHAGARVNL. The MHC is HLA-A11:01 with pseudo-sequence HLA-A11:01. The binding affinity (normalized) is 0.213. (8) The binding affinity (normalized) is 0. The peptide sequence is DSQGLPEEL. The MHC is HLA-A02:01 with pseudo-sequence HLA-A02:01.